From a dataset of Reaction yield outcomes from USPTO patents with 853,638 reactions. Predict the reaction yield, written as a fraction of the theoretical maximum amount of product (1.0 means a 100% yield; for example, 0.34 means a 34% yield). The reactants are [C:1]([C:9]1[S:13][C:12]([NH:14]C(=O)OC(C)(C)C)=[N:11][C:10]=1[C:22]1[O:23][CH:24]=[CH:25][CH:26]=1)(=[O:8])[C:2]1[CH:7]=[CH:6][CH:5]=[CH:4][CH:3]=1. The catalyst is FC(F)(F)C(O)=O. The product is [C:2]1([C:1]([C:9]2[S:13][C:12]([NH2:14])=[N:11][C:10]=2[C:22]2[O:23][CH:24]=[CH:25][CH:26]=2)=[O:8])[CH:3]=[CH:4][CH:5]=[CH:6][CH:7]=1. The yield is 0.970.